From a dataset of Peptide-MHC class II binding affinity with 134,281 pairs from IEDB. Regression. Given a peptide amino acid sequence and an MHC pseudo amino acid sequence, predict their binding affinity value. This is MHC class II binding data. (1) The peptide sequence is LRYYRITYGETGGNS. The MHC is DRB3_0202 with pseudo-sequence DRB3_0202. The binding affinity (normalized) is 0.363. (2) The peptide sequence is LQEIPTMLKKGMTTV. The binding affinity (normalized) is 0. The MHC is HLA-DQA10201-DQB10301 with pseudo-sequence HLA-DQA10201-DQB10301. (3) The peptide sequence is YTVALFLAVALVAGP. The MHC is DRB1_0101 with pseudo-sequence DRB1_0101. The binding affinity (normalized) is 0.512. (4) The peptide sequence is SLKLYRDSLGEAVMR. The MHC is DRB1_0802 with pseudo-sequence DRB1_0802. The binding affinity (normalized) is 0. (5) The peptide sequence is TMAQMNQAFRNIVNM. The MHC is DRB1_0701 with pseudo-sequence DRB1_0701. The binding affinity (normalized) is 0.0574. (6) The peptide sequence is TIPNIMFFSTMKRPS. The MHC is HLA-DPA10201-DPB11401 with pseudo-sequence HLA-DPA10201-DPB11401. The binding affinity (normalized) is 0.367. (7) The peptide sequence is EAYRMRFAAVITRVI. The MHC is DRB3_0101 with pseudo-sequence DRB3_0101. The binding affinity (normalized) is 0.459.